Task: Predict which catalyst facilitates the given reaction.. Dataset: Catalyst prediction with 721,799 reactions and 888 catalyst types from USPTO Reactant: [CH:1]([N:4]([CH3:29])[C:5]1[C:6]([C:19]2[CH:20]=[C:21]3[C:25](=[CH:26][CH:27]=2)[N:24]([CH3:28])[N:23]=[CH:22]3)=[N:7][C:8]2[C:13]([N:14]=1)=[CH:12][C:11]([C:15]([O:17]C)=[O:16])=[CH:10][CH:9]=2)([CH3:3])[CH3:2].[OH-].[Na+].O. Product: [CH:1]([N:4]([CH3:29])[C:5]1[C:6]([C:19]2[CH:20]=[C:21]3[C:25](=[CH:26][CH:27]=2)[N:24]([CH3:28])[N:23]=[CH:22]3)=[N:7][C:8]2[C:13]([N:14]=1)=[CH:12][C:11]([C:15]([OH:17])=[O:16])=[CH:10][CH:9]=2)([CH3:3])[CH3:2]. The catalyst class is: 254.